Dataset: Peptide-MHC class I binding affinity with 185,985 pairs from IEDB/IMGT. Task: Regression. Given a peptide amino acid sequence and an MHC pseudo amino acid sequence, predict their binding affinity value. This is MHC class I binding data. (1) The peptide sequence is LTKFVAAALH. The MHC is HLA-A31:01 with pseudo-sequence HLA-A31:01. The binding affinity (normalized) is 0.395. (2) The peptide sequence is DIVNEHDIK. The MHC is HLA-A11:01 with pseudo-sequence HLA-A11:01. The binding affinity (normalized) is 0.